The task is: Predict the product of the given reaction.. This data is from Forward reaction prediction with 1.9M reactions from USPTO patents (1976-2016). (1) The product is: [CH3:1][O:2][C:3]1[CH:4]=[C:5]2[C:10](=[CH:11][CH:12]=1)[CH:9]=[C:8]([C@H:13]([CH3:17])[C:14]([O:16][C:39]1[CH:38]=[CH:37][CH:36]=[C:35]([C@H:32]([CH2:33][CH3:34])[C@@H:31]([CH3:42])[CH2:30][N:29]([CH3:43])[CH3:28])[CH:40]=1)=[O:15])[CH:7]=[CH:6]2. Given the reactants [CH3:1][O:2][C:3]1[CH:4]=[C:5]2[C:10](=[CH:11][CH:12]=1)[CH:9]=[C:8]([C@H:13]([CH3:17])[C:14]([OH:16])=[O:15])[CH:7]=[CH:6]2.CNC1(NC)C=CN=CC1.[CH3:28][N:29]([CH3:43])[CH2:30][C@H:31]([CH3:42])[C@H:32]([C:35]1[CH:36]=[C:37](O)[CH:38]=[CH:39][CH:40]=1)[CH2:33][CH3:34].C1(N=C=NC2CCCCC2)CCCCC1, predict the reaction product. (2) Given the reactants [CH:1]1([C:4]2[N:5]=[CH:6][N:7]([C:9]3[C:10]([CH3:18])=[CH:11][C:12]([F:17])=C([CH:16]=3)C#N)[CH:8]=2)[CH2:3][CH2:2]1.[CH3:19][C:20](=[O:24])[O:21]CC.[ClH:25], predict the reaction product. The product is: [ClH:25].[CH:1]1([C:4]2[N:5]=[CH:6][N:7]([C:9]3[C:10]([CH3:18])=[CH:11][C:12]([F:17])=[C:19]([CH:16]=3)[C:20]([OH:21])=[O:24])[CH:8]=2)[CH2:3][CH2:2]1.